From a dataset of Forward reaction prediction with 1.9M reactions from USPTO patents (1976-2016). Predict the product of the given reaction. (1) Given the reactants [C:1]([O:5][C:6]([NH:8][CH2:9][C:10]1[CH:15]=[CH:14][C:13]([N:16]2[C:22]3[CH:23]=[CH:24][CH:25]=[CH:26][C:21]=3[NH:20][C:19](=[O:27])[CH2:18][C:17]2=[O:28])=[CH:12][CH:11]=1)=[O:7])([CH3:4])([CH3:3])[CH3:2].C(=O)([O-])[O-].[K+].[K+].[N+:35]([C:38]1[CH:45]=[CH:44][C:41]([CH2:42]Cl)=[CH:40][CH:39]=1)([O-:37])=[O:36], predict the reaction product. The product is: [C:1]([O:5][C:6]([NH:8][CH2:9][C:10]1[CH:11]=[CH:12][C:13]([N:16]2[C:22]3[CH:23]=[CH:24][CH:25]=[CH:26][C:21]=3[N:20]([CH2:42][C:41]3[CH:44]=[CH:45][C:38]([N+:35]([O-:37])=[O:36])=[CH:39][CH:40]=3)[C:19](=[O:27])[CH2:18][C:17]2=[O:28])=[CH:14][CH:15]=1)=[O:7])([CH3:4])([CH3:2])[CH3:3]. (2) Given the reactants OO.[C:3]([OH:7])(=[O:6])[CH:4]=[CH2:5].[C:8]([OH:13])(=[O:12])[C:9]([CH3:11])=[CH2:10], predict the reaction product. The product is: [C:3]([OH:7])(=[O:6])[CH:4]=[CH2:5].[C:8]([OH:13])(=[O:12])[C:9]([CH3:11])=[CH2:10]. (3) Given the reactants [CH3:1][C:2]1[C:3]([C:20]2[CH:25]=[CH:24][C:23]([C:26]([F:29])([F:28])[F:27])=[CH:22][CH:21]=2)=[N:4][C:5]2[C:10]([C:11]=1[C:12]([O:14]C)=[O:13])=[CH:9][C:8]([S:16]([CH3:19])(=[O:18])=[O:17])=[CH:7][CH:6]=2.C1C(=O)N(Br)C(=O)C1.[NH:38]1[CH2:43][CH2:42][CH:41]([N:44]2[CH2:49][CH2:48][O:47][CH2:46][CH2:45]2)[CH2:40][CH2:39]1.[OH-].[K+], predict the reaction product. The product is: [CH3:19][S:16]([C:8]1[CH:9]=[C:10]2[C:5](=[CH:6][CH:7]=1)[N:4]=[C:3]([C:20]1[CH:25]=[CH:24][C:23]([C:26]([F:28])([F:27])[F:29])=[CH:22][CH:21]=1)[C:2]([CH2:1][N:38]1[CH2:43][CH2:42][CH:41]([N:44]3[CH2:49][CH2:48][O:47][CH2:46][CH2:45]3)[CH2:40][CH2:39]1)=[C:11]2[C:12]([OH:14])=[O:13])(=[O:17])=[O:18]. (4) Given the reactants [CH2:1]([O:8][C:9]1[CH:10]=[C:11]2[C:16](=[CH:17][C:18]=1[O:19][CH3:20])[CH:15]([CH2:21]S(C1N(C3C=CC=CC=3)N=NN=1)(=O)=O)[N:14](C(OC(C)(C)C)=O)[CH2:13][CH2:12]2)[C:2]1[CH:7]=[CH:6][CH:5]=[CH:4][CH:3]=1.[CH:43]([C:45]1[N:46]([C:54]([O:56][C:57]([CH3:60])([CH3:59])[CH3:58])=[O:55])[C:47]2[C:52]([CH:53]=1)=[CH:51][CH:50]=[CH:49][CH:48]=2)=O.C[Si]([N-][Si](C)(C)C)(C)C.[Li+], predict the reaction product. The product is: [CH2:1]([O:8][C:9]1[CH:10]=[C:11]2[C:16](=[CH:17][C:18]=1[O:19][CH3:20])[CH:15](/[CH:21]=[CH:43]/[C:45]1[N:46]([C:54]([O:56][C:57]([CH3:60])([CH3:59])[CH3:58])=[O:55])[C:47]3[C:52]([CH:53]=1)=[CH:51][CH:50]=[CH:49][CH:48]=3)[NH:14][CH2:13][CH2:12]2)[C:2]1[CH:7]=[CH:6][CH:5]=[CH:4][CH:3]=1. (5) Given the reactants [Cl:1][C:2]1[CH:11]=[CH:10][CH:9]=[C:8]2[C:3]=1[N:4]=[C:5]([C:25]1[CH:30]=[CH:29][CH:28]=[CH:27][C:26]=1[S:31]([CH3:34])(=[O:33])=[O:32])[C:6]([C@@H:12]([N:14]1C(=O)C3C(=CC=CC=3)C1=O)[CH3:13])=[N:7]2.NN, predict the reaction product. The product is: [Cl:1][C:2]1[CH:11]=[CH:10][CH:9]=[C:8]2[C:3]=1[N:4]=[C:5]([C:25]1[CH:30]=[CH:29][CH:28]=[CH:27][C:26]=1[S:31]([CH3:34])(=[O:33])=[O:32])[C:6]([C@@H:12]([NH2:14])[CH3:13])=[N:7]2. (6) The product is: [CH2:29]([N:16]1[C:17]2[CH2:22][CH2:21][N:20]([C:23](=[O:25])[CH3:24])[CH2:19][C:18]=2[C:14]([NH:13][C:10]2[CH:11]=[CH:12][C:7]([C:5]3[CH:4]=[N:3][N:2]([CH3:1])[CH:6]=3)=[CH:8][CH:9]=2)=[N:15]1)[CH:27]=[CH2:28]. Given the reactants [CH3:1][N:2]1[CH:6]=[C:5]([C:7]2[CH:12]=[CH:11][C:10]([NH:13][C:14]3[C:18]4[CH2:19][N:20]([C:23](=[O:25])[CH3:24])[CH2:21][CH2:22][C:17]=4[NH:16][N:15]=3)=[CH:9][CH:8]=2)[CH:4]=[N:3]1.Br[CH:27]1[CH2:29][CH2:28]1, predict the reaction product. (7) Given the reactants [OH:1][C:2]1[CH:11]=[CH:10][C:5]([C:6]([O:8][CH3:9])=[O:7])=[CH:4][C:3]=1[C:12]([F:15])([F:14])[F:13].C(=O)([O-])[O-].[Cs+].[Cs+].Br[CH2:23][CH2:24][C:25]([F:28])([F:27])[F:26], predict the reaction product. The product is: [F:15][C:12]([F:13])([F:14])[C:3]1[CH:4]=[C:5]([CH:10]=[CH:11][C:2]=1[O:1][CH2:23][CH2:24][C:25]([F:28])([F:27])[F:26])[C:6]([O:8][CH3:9])=[O:7]. (8) Given the reactants [B]=O.[CH:3](=[O:10])[C:4]1[CH:9]=[CH:8][CH:7]=[CH:6][CH:5]=1.[C:11]1(=[O:21])[C:19]2[C:14](=[CH:15][CH:16]=[CH:17][CH:18]=2)[CH2:13][C:12]1=O, predict the reaction product. The product is: [CH:13](=[C:12]1[C:3](=[O:10])[C:4]2[C:9](=[CH:8][CH:7]=[CH:6][CH:5]=2)[C:11]1=[O:21])[C:14]1[CH:19]=[CH:18][CH:17]=[CH:16][CH:15]=1.